Dataset: Catalyst prediction with 721,799 reactions and 888 catalyst types from USPTO. Task: Predict which catalyst facilitates the given reaction. (1) Product: [I:11][C:8]1[CH:7]=[CH:6][C:5]([CH2:1][CH2:2][C:3]#[C:4][C:12]23[CH2:21][CH:16]4[CH2:17][CH:18]([CH2:20][CH:14]([CH2:15]4)[CH:13]2[OH:22])[CH2:19]3)=[CH:10][CH:9]=1. Reactant: [CH2:1]([C:5]1[CH:10]=[CH:9][C:8]([I:11])=[CH:7][CH:6]=1)[CH2:2][C:3]#[CH:4].[CH:12]12[CH2:21][CH:16]3[CH2:17][CH:18]([CH2:20][CH:14]([CH2:15]3)[C:13]1=[O:22])[CH2:19]2. The catalyst class is: 1. (2) Reactant: [N+:1]([C:4]1[CH:5]=[C:6]2[C:10](=[CH:11][CH:12]=1)[NH:9][CH2:8][CH2:7]2)([O-:3])=[O:2].[N:13]1[CH:18]=[CH:17][CH:16]=[CH:15][C:14]=1[CH:19]=O.C(O[BH-](OC(=O)C)OC(=O)C)(=O)C.[Na+].C(=O)([O-])[O-].[K+].[K+]. Product: [N+:1]([C:4]1[CH:5]=[C:6]2[C:10](=[CH:11][CH:12]=1)[N:9]([CH2:19][C:14]1[CH:15]=[CH:16][CH:17]=[CH:18][N:13]=1)[CH2:8][CH2:7]2)([O-:3])=[O:2]. The catalyst class is: 46. (3) Reactant: C([N:8]1[CH2:20][C@@H:19]2[C@H:10]([C:11](=[O:25])[NH:12][C:13]3[C:14]([C:21]([F:24])([F:23])[F:22])=[CH:15][CH:16]=[CH:17][C:18]=32)[CH2:9]1)C1C=CC=CC=1.[C:34](O[C:34]([O:36][C:37]([CH3:40])([CH3:39])[CH3:38])=[O:35])([O:36][C:37]([CH3:40])([CH3:39])[CH3:38])=[O:35].[H][H]. Product: [O:25]=[C:11]1[C@@H:10]2[CH2:9][N:8]([C:34]([O:36][C:37]([CH3:38])([CH3:39])[CH3:40])=[O:35])[CH2:20][C@H:19]2[C:18]2[CH:17]=[CH:16][CH:15]=[C:14]([C:21]([F:24])([F:22])[F:23])[C:13]=2[NH:12]1. The catalyst class is: 19. (4) Reactant: [C:1]([O:5][C:6]([N:8]1[CH2:13][CH2:12][N:11]([C:14](=[O:28])[C:15]([C:25](=O)[CH3:26])=[CH:16][C:17]2[CH:22]=[CH:21][C:20]([CH3:23])=[CH:19][C:18]=2[CH3:24])[CH2:10][CH2:9]1)=[O:7])([CH3:4])([CH3:3])[CH3:2].[C:29]1([CH:35]([C:45]2[CH:50]=[CH:49][CH:48]=[CH:47][CH:46]=2)[CH2:36][CH2:37][O:38][C:39](=[O:44])/[CH:40]=[C:41](\[NH2:43])/[CH3:42])[CH:34]=[CH:33][CH:32]=[CH:31][CH:30]=1. Product: [C:1]([O:5][C:6]([N:8]1[CH2:9][CH2:10][N:11]([C:14]([C:15]2[CH:16]([C:17]3[CH:22]=[CH:21][C:20]([CH3:23])=[CH:19][C:18]=3[CH3:24])[C:40]([C:39]([O:38][CH2:37][CH2:36][CH:35]([C:45]3[CH:50]=[CH:49][CH:48]=[CH:47][CH:46]=3)[C:29]3[CH:30]=[CH:31][CH:32]=[CH:33][CH:34]=3)=[O:44])=[C:41]([CH3:42])[NH:43][C:25]=2[CH3:26])=[O:28])[CH2:12][CH2:13]1)=[O:7])([CH3:4])([CH3:3])[CH3:2]. The catalyst class is: 41.